From a dataset of Full USPTO retrosynthesis dataset with 1.9M reactions from patents (1976-2016). Predict the reactants needed to synthesize the given product. (1) Given the product [NH2:24][C:22]([CH3:23])([CH3:31])[CH2:21][C:18]1[CH:17]=[CH:16][C:15]([C:7]2[CH:8]=[CH:9][C:10]([C:11]([O:36][CH2:34][CH3:35])=[O:12])=[C:5]([S:4][CH:1]([CH3:3])[CH3:2])[CH:6]=2)=[CH:20][CH:19]=1, predict the reactants needed to synthesize it. The reactants are: [CH:1]([S:4][C:5]1[CH:6]=[C:7]([C:15]2[CH:20]=[CH:19][C:18]([CH2:21][C:22]([CH3:31])([NH:24]C(=O)C(F)(F)F)[CH3:23])=[CH:17][CH:16]=2)[CH:8]=[CH:9][C:10]=1[C:11](OC)=[O:12])([CH3:3])[CH3:2].[OH-].[Na+].[CH2:34]([OH:36])[CH3:35]. (2) Given the product [C:31]([O:1][CH2:2][C:3]1[C:8]([NH:9][C:10]([O:12][CH2:13][CH3:14])=[O:11])=[CH:7][C:6]([C:15]2[CH:16]=[CH:17][C:18](=[O:24])[N:19]([CH:21]([CH3:22])[CH3:23])[N:20]=2)=[C:5]([C:25]2[CH:26]=[CH:27][CH:28]=[CH:29][CH:30]=2)[N:4]=1)(=[O:33])[CH3:32], predict the reactants needed to synthesize it. The reactants are: [OH:1][CH2:2][C:3]1[C:8]([NH:9][C:10]([O:12][CH2:13][CH3:14])=[O:11])=[CH:7][C:6]([C:15]2[CH:16]=[CH:17][C:18](=[O:24])[N:19]([CH:21]([CH3:23])[CH3:22])[N:20]=2)=[C:5]([C:25]2[CH:30]=[CH:29][CH:28]=[CH:27][CH:26]=2)[N:4]=1.[C:31](OC(=O)C)(=[O:33])[CH3:32].CO. (3) Given the product [CH2:1]([O:3][C:4]([C:6]1[O:10][C:9]([C:14]2[CH:15]=[CH:16][C:17]([S:19]([CH3:22])(=[O:21])=[O:20])=[CH:18][C:13]=2[F:12])=[N:8][CH:7]=1)=[O:5])[CH3:2], predict the reactants needed to synthesize it. The reactants are: [CH2:1]([O:3][C:4]([C:6]1[O:10][C:9](Cl)=[N:8][CH:7]=1)=[O:5])[CH3:2].[F:12][C:13]1[CH:18]=[C:17]([S:19]([CH3:22])(=[O:21])=[O:20])[CH:16]=[CH:15][C:14]=1B(O)O. (4) Given the product [CH2:1]([O:3][C:4]([C:6]1[S:7][C:8]([S:19][C:22]2[CH:33]=[CH:32][CH:27]=[CH:26][CH:25]=2)=[C:9]2[C:17]3[N:16]([CH3:18])[N:15]=[CH:14][C:13]=3[CH2:12][CH2:11][C:10]=12)=[O:5])[CH3:2], predict the reactants needed to synthesize it. The reactants are: [CH2:1]([O:3][C:4]([C:6]1[S:7][C:8]([S:19]([CH3:22])(=O)=O)=[C:9]2[C:17]3[N:16]([CH3:18])[N:15]=[CH:14][C:13]=3[CH2:12][CH2:11][C:10]=12)=[O:5])[CH3:2].[H-].[Na+].[C:25](O)(=O)[CH2:26][C:27]([CH2:32][C:33](O)=O)(C(O)=O)O. (5) Given the product [N+:19]([C:14]1[CH:15]=[CH:16][CH:17]=[CH:18][C:13]=1[NH:3][C:4]1[S:5][C:6]([CH3:11])=[CH:7][C:8]=1[C:9]#[N:10])([O-:21])=[O:20], predict the reactants needed to synthesize it. The reactants are: [OH-].[K+].[NH2:3][C:4]1[S:5][C:6]([CH3:11])=[CH:7][C:8]=1[C:9]#[N:10].F[C:13]1[CH:18]=[CH:17][CH:16]=[CH:15][C:14]=1[N+:19]([O-:21])=[O:20].O. (6) Given the product [CH:15]([C:12]1[CH:13]=[CH:14][C:9]([CH2:7][CH2:6][NH:5][C:3](=[O:4])[C:2]([F:20])([F:19])[F:1])=[C:10]([CH:11]=1)[O:18][CH2:29][C:30]([O:32][CH2:26][CH3:27])=[O:31])([CH3:17])[CH3:16], predict the reactants needed to synthesize it. The reactants are: [F:1][C:2]([F:20])([F:19])[C:3]([NH:5][CH2:6][C:7]([C:9]1[CH:14]=[CH:13][C:12]([CH:15]([CH3:17])[CH3:16])=[CH:11][C:10]=1[OH:18])=O)=[O:4].C([SiH]([CH2:26][CH3:27])CC)C.F[C:29](F)(F)[C:30]([OH:32])=[O:31]. (7) Given the product [Cl:1][C:2]1[CH:31]=[CH:30][CH:29]=[C:28]([F:51])[C:3]=1[C:4]([NH:6][C:7]1[C:8]([C:12]2[NH:16][C:15]3[CH:17]=[CH:18][C:19]([CH2:21][N:22]4[CH2:27][CH2:26][O:25][CH2:24][CH2:23]4)=[CH:20][C:14]=3[N:13]=2)=[N:9][NH:10][CH:11]=1)=[O:5], predict the reactants needed to synthesize it. The reactants are: [Cl:1][C:2]1[CH:31]=[CH:30][CH:29]=[C:28](Cl)[C:3]=1[C:4]([NH:6][C:7]1[C:8]([C:12]2[NH:16][C:15]3[CH:17]=[CH:18][C:19]([CH2:21][N:22]4[CH2:27][CH2:26][O:25][CH2:24][CH2:23]4)=[CH:20][C:14]=3[N:13]=2)=[N:9][NH:10][CH:11]=1)=[O:5].ClC1C=CC=C([F:51])C=1C(NC1C(C(O)=O)=NNC=1)=O. (8) Given the product [CH2:1]([O:3][C:4]([C:6]1[S:10][C:9]([N:11]2[C:12]3[CH:17]=[C:16]([CH2:18][N:19]4[CH2:20][CH2:21][N:22]([CH3:25])[CH2:23][CH2:24]4)[CH:15]=[CH:14][C:13]=3[N:26]=[CH:33]2)=[N:8][C:7]=1[C:27]1[CH:32]=[CH:31][CH:30]=[CH:29][CH:28]=1)=[O:5])[CH3:2], predict the reactants needed to synthesize it. The reactants are: [CH2:1]([O:3][C:4]([C:6]1[S:10][C:9]([NH:11][C:12]2[CH:17]=[C:16]([CH2:18][N:19]3[CH2:24][CH2:23][N:22]([CH3:25])[CH2:21][CH2:20]3)[CH:15]=[CH:14][C:13]=2[NH2:26])=[N:8][C:7]=1[C:27]1[CH:32]=[CH:31][CH:30]=[CH:29][CH:28]=1)=[O:5])[CH3:2].[CH:33](OCC)(OCC)OCC. (9) Given the product [C:1]([O:5][C:6]([N:8]1[CH2:9][CH2:10][CH:11]([O:14][C:15]2[CH:20]=[C:19]([O:21][CH2:22][CH3:23])[CH:18]=[C:17]([CH:24]([C:27](=[O:29])[NH:38][CH2:37][C:36]3[CH:39]=[CH:40][C:33]([C:32]#[N:31])=[CH:34][CH:35]=3)[O:25][CH3:26])[C:16]=2[F:30])[CH2:12][CH2:13]1)=[O:7])([CH3:2])([CH3:4])[CH3:3], predict the reactants needed to synthesize it. The reactants are: [C:1]([O:5][C:6]([N:8]1[CH2:13][CH2:12][CH:11]([O:14][C:15]2[CH:20]=[C:19]([O:21][CH2:22][CH3:23])[CH:18]=[C:17]([CH:24]([C:27]([OH:29])=O)[O:25][CH3:26])[C:16]=2[F:30])[CH2:10][CH2:9]1)=[O:7])([CH3:4])([CH3:3])[CH3:2].[NH2:31][CH2:32][C:33]1[CH:40]=[CH:39][C:36]([C:37]#[N:38])=[CH:35][CH:34]=1.